Dataset: Catalyst prediction with 721,799 reactions and 888 catalyst types from USPTO. Task: Predict which catalyst facilitates the given reaction. (1) Reactant: [NH2:1][C:2]1[O:6][N:5]=[C:4]([C:7]2[CH:12]=[CH:11][CH:10]=[CH:9][C:8]=2[Cl:13])[C:3]=1[C:14]([N:16]1[CH2:21][CH2:20][N:19]([C:22]2[CH:27]=[CH:26][CH:25]=[C:24]([O:28][CH3:29])[CH:23]=2)[CH2:18][CH2:17]1)=[O:15].C(O)C. Product: [ClH:13].[NH2:1][C:2]1[O:6][N:5]=[C:4]([C:7]2[CH:12]=[CH:11][CH:10]=[CH:9][C:8]=2[Cl:13])[C:3]=1[C:14]([N:16]1[CH2:17][CH2:18][N:19]([C:22]2[CH:27]=[CH:26][CH:25]=[C:24]([O:28][CH3:29])[CH:23]=2)[CH2:20][CH2:21]1)=[O:15]. The catalyst class is: 21. (2) Reactant: CN(C=O)C.B.[Na].O.S(=O)(=O)(O)O.[CH:14]12[CH2:20][CH:17]([CH:18]=[CH:19]1)[CH:16]1[C:21]([O:23][C:24](=O)[CH:15]21)=[O:22]. Product: [C:17]12[CH2:20][CH:14]([CH2:19][CH2:18]1)[CH:15]1[C:16]=2[C:21](=[O:22])[O:23][CH2:24]1. The catalyst class is: 170. (3) Product: [C:30]([O:1][CH:2]([CH2:18][CH2:19][CH2:20][CH2:21][CH2:22][CH3:23])[CH2:3][CH2:4][CH2:5][CH2:6][CH2:7][CH2:8][CH2:9][CH2:10][CH2:11][CH2:12][C:13]([O:15][CH2:16][CH3:17])=[O:14])(=[O:46])[CH2:31][CH2:32][CH2:33][CH2:34][CH2:35][CH2:36][CH2:37][CH2:38][CH2:39][CH2:40][CH2:41][CH2:42][CH2:43][CH2:44][CH3:45]. The catalyst class is: 237. Reactant: [OH:1][CH:2]([CH2:18][CH2:19][CH2:20][CH2:21][CH2:22][CH3:23])[CH2:3][CH2:4][CH2:5][CH2:6][CH2:7][CH2:8][CH2:9][CH2:10][CH2:11][CH2:12][C:13]([O:15][CH2:16][CH3:17])=[O:14].N1C=CC=CC=1.[C:30](Cl)(=[O:46])[CH2:31][CH2:32][CH2:33][CH2:34][CH2:35][CH2:36][CH2:37][CH2:38][CH2:39][CH2:40][CH2:41][CH2:42][CH2:43][CH2:44][CH3:45].O. (4) Reactant: C(C([C:10]1[CH:15]=[CH:14][CH:13]=[C:12]([C:16]2[N:21]=[C:20]([C:22]3[CH:26]=C(C)N[C:23]=3[CH3:28])[CH:19]=[CH:18][CH:17]=2)[CH:11]=1)(CC#N)C([O-])=O)C.Cl.[CH:30]([O-:32])=O.[NH4+:33]. Product: [CH3:14][C:13]1[NH:33][C:10]([CH3:15])=[CH:11][C:12]=1[C:16]1[CH:17]=[CH:18][CH:19]=[C:20]([C:22]2[CH:23]=[CH:28][C:17]([CH:18]3[CH2:19][CH2:20][NH:21][C:30]3=[O:32])=[CH:16][CH:26]=2)[N:21]=1. The catalyst class is: 63. (5) Reactant: [CH:1]([S:3]([N:6]1[CH2:11][CH2:10][CH:9]([C:12]2[C:20]3[C:15](=[C:16]([C:27]([NH2:29])=[O:28])[CH:17]=[C:18]([C:21]4[CH:26]=[CH:25][CH:24]=[CH:23][CH:22]=4)[CH:19]=3)[NH:14][CH:13]=2)[CH2:8][CH2:7]1)(=[O:5])=[O:4])=[CH2:2].[CH3:30][NH2:31]. Product: [CH3:30][NH:31][CH2:2][CH2:1][S:3]([N:6]1[CH2:7][CH2:8][CH:9]([C:12]2[C:20]3[C:15](=[C:16]([C:27]([NH2:29])=[O:28])[CH:17]=[C:18]([C:21]4[CH:26]=[CH:25][CH:24]=[CH:23][CH:22]=4)[CH:19]=3)[NH:14][CH:13]=2)[CH2:10][CH2:11]1)(=[O:5])=[O:4]. The catalyst class is: 23. (6) Reactant: CC(C)([O-])C.[Na+].Cl[C:8]1[C:13]([NH2:14])=[C:12]([Cl:15])[N:11]=[CH:10][N:9]=1.[CH3:16][N:17]1[CH2:22][CH2:21][CH2:20][C@@H:19]([OH:23])[CH2:18]1. Product: [Cl:15][C:12]1[C:13]([NH2:14])=[C:8]([O:23][C@@H:19]2[CH2:20][CH2:21][CH2:22][N:17]([CH3:16])[CH2:18]2)[N:9]=[CH:10][N:11]=1. The catalyst class is: 1. (7) The catalyst class is: 5. Reactant: [CH2:1]([S:8][C:9]1[CH:10]=[CH:11][C:12]([NH:22][C:23]2[C:24]([O:31][CH3:32])=[N:25][C:26]([Cl:30])=[C:27]([Cl:29])[CH:28]=2)=[C:13](/[CH:15]=[CH:16]/[C:17]([O:19]CC)=O)[CH:14]=1)[C:2]1[CH:7]=[CH:6][CH:5]=[CH:4][CH:3]=1.C[O-].[Na+]. Product: [CH2:1]([S:8][C:9]1[CH:14]=[C:13]2[C:12](=[CH:11][CH:10]=1)[N:22]([C:23]1[C:24]([O:31][CH3:32])=[N:25][C:26]([Cl:30])=[C:27]([Cl:29])[CH:28]=1)[C:17](=[O:19])[CH:16]=[CH:15]2)[C:2]1[CH:7]=[CH:6][CH:5]=[CH:4][CH:3]=1.